The task is: Predict which catalyst facilitates the given reaction.. This data is from Catalyst prediction with 721,799 reactions and 888 catalyst types from USPTO. (1) Reactant: [C:1]1([S:7]([N:10]2[C:14]3=[N:15][CH:16]=[C:17]([C:19]4[CH:20]=[CH:21][C:22]5[O:26][CH2:25][CH2:24][C:23]=5[CH:27]=4)[CH:18]=[C:13]3[C:12]([C:28]3[CH:29]=[N:30][N:31](C(C4C=CC=CC=4)(C4C=CC=CC=4)C4C=CC=CC=4)[CH:32]=3)=[CH:11]2)(=[O:9])=[O:8])[CH:6]=[CH:5][CH:4]=[CH:3][CH:2]=1.C([SiH](C(C)C)C(C)C)(C)C.C(O)(C(F)(F)F)=O. Product: [C:1]1([S:7]([N:10]2[C:14]3=[N:15][CH:16]=[C:17]([C:19]4[CH:20]=[CH:21][C:22]5[O:26][CH2:25][CH2:24][C:23]=5[CH:27]=4)[CH:18]=[C:13]3[C:12]([C:28]3[CH:29]=[N:30][NH:31][CH:32]=3)=[CH:11]2)(=[O:8])=[O:9])[CH:2]=[CH:3][CH:4]=[CH:5][CH:6]=1. The catalyst class is: 2. (2) Reactant: [NH2:1][C:2]1[CH:23]=[CH:22][C:5]([O:6][C:7]2[C:12]([C:13]3[CH2:18][CH2:17][N:16]([C:19](=[O:21])[CH3:20])[CH2:15][CH:14]=3)=[CH:11][CH:10]=[CH:9][N:8]=2)=[CH:4][CH:3]=1. The catalyst class is: 29. Product: [NH2:1][C:2]1[CH:3]=[CH:4][C:5]([O:6][C:7]2[C:12]([CH:13]3[CH2:18][CH2:17][N:16]([C:19](=[O:21])[CH3:20])[CH2:15][CH2:14]3)=[CH:11][CH:10]=[CH:9][N:8]=2)=[CH:22][CH:23]=1. (3) Reactant: [N:1]1[CH:6]=[CH:5][C:4]([NH:7][C:8](=[O:13])[C:9]([CH3:12])([CH3:11])[CH3:10])=[CH:3][CH:2]=1.CN(C)[CH:16]=[O:17].Cl.C([O-])([O-])=O.[K+].[K+]. Product: [CH:16]([C:3]1[CH:2]=[N:1][CH:6]=[CH:5][C:4]=1[NH:7][C:8](=[O:13])[C:9]([CH3:10])([CH3:12])[CH3:11])=[O:17]. The catalyst class is: 188. (4) Product: [Cl:18][C:19]1[CH:20]=[C:21]([CH:22]([C:13]2[CH:14]=[N:15][C:16]3[C:11]([CH:12]=2)=[CH:10][CH:9]=[CH:8][C:7]=3[Cl:6])[OH:23])[CH:24]=[CH:25][CH:26]=1. Reactant: C([Mg]Cl)(C)C.[Cl:6][C:7]1[CH:8]=[CH:9][CH:10]=[C:11]2[C:16]=1[N:15]=[CH:14][C:13](I)=[CH:12]2.[Cl:18][C:19]1[CH:20]=[C:21]([CH:24]=[CH:25][CH:26]=1)[CH:22]=[O:23]. The catalyst class is: 7. (5) Reactant: Cl[C:2]1[C:3]2[S:10][C:9]([C:11]([NH2:13])=[O:12])=[C:8]([CH3:14])[C:4]=2[N:5]=[CH:6][N:7]=1.[NH:15]1[CH2:20][CH2:19][CH:18]([CH2:21][CH2:22][NH:23][C:24](=[O:30])[O:25][C:26]([CH3:29])([CH3:28])[CH3:27])[CH2:17][CH2:16]1.C(N(C(C)C)CC)(C)C.C(#N)C. Product: [C:11]([C:9]1[S:10][C:3]2[C:2]([N:15]3[CH2:20][CH2:19][CH:18]([CH2:21][CH2:22][NH:23][C:24](=[O:30])[O:25][C:26]([CH3:28])([CH3:27])[CH3:29])[CH2:17][CH2:16]3)=[N:7][CH:6]=[N:5][C:4]=2[C:8]=1[CH3:14])(=[O:12])[NH2:13]. The catalyst class is: 13. (6) Reactant: [CH3:1][O:2][CH2:3][CH2:4][N:5]([C:7]1[CH:12]=[CH:11][C:10]([O:13][CH3:14])=[CH:9][CH:8]=1)[CH3:6].NC(N)=O.[N+:19]([O-])([O-:21])=[O:20].[K+]. Product: [CH3:1][O:2][CH2:3][CH2:4][N:5]([C:7]1[CH:8]=[CH:9][C:10]([O:13][CH3:14])=[C:11]([N+:19]([O-:21])=[O:20])[CH:12]=1)[CH3:6]. The catalyst class is: 65.